Dataset: Forward reaction prediction with 1.9M reactions from USPTO patents (1976-2016). Task: Predict the product of the given reaction. (1) Given the reactants [Cl:1][C:2]1[N:10]=[C:9]2[C:5]([N:6]=[CH:7][N:8]2[CH:11]2[CH2:15][CH2:14][CH2:13][CH2:12]2)=[C:4](Cl)[N:3]=1.[Cl:17][C:18]1[CH:23]=[CH:22][CH:21]=[CH:20][C:19]=1[NH:24][NH2:25], predict the reaction product. The product is: [Cl:1][C:2]1[N:10]=[C:9]2[C:5]([N:6]=[CH:7][N:8]2[CH:11]2[CH2:15][CH2:14][CH2:13][CH2:12]2)=[C:4]([NH:25][NH:24][C:19]2[CH:20]=[CH:21][CH:22]=[CH:23][C:18]=2[Cl:17])[N:3]=1. (2) Given the reactants [C:1]1([CH3:7])C=CC=CC=1.[N:8]1([C:13]2[C:20]([O:21][CH3:22])=[CH:19][CH:18]=[CH:17][C:14]=2C=O)[CH:12]=[CH:11][N:10]=[CH:9]1.O.C1(C)C=CC(S(O)(=O)=O)=CC=1.O.[C:36](=O)([OH:38])[O-:37].[Na+], predict the reaction product. The product is: [O:37]1[CH2:7][CH2:1][O:38][CH:36]1[C:18]1[CH:17]=[CH:14][C:13]([N:8]2[CH:12]=[CH:11][N:10]=[CH:9]2)=[C:20]([O:21][CH3:22])[CH:19]=1. (3) Given the reactants [Br:1][C:2]1[C:3]([Cl:9])=[N:4][CH:5]=[CH:6][C:7]=1[NH2:8].CCN(C(C)C)C(C)C.[C:19](Cl)(=[O:21])[CH3:20], predict the reaction product. The product is: [Br:1][C:2]1[C:3]([Cl:9])=[N:4][CH:5]=[CH:6][C:7]=1[NH:8][C:19](=[O:21])[CH3:20].